This data is from Full USPTO retrosynthesis dataset with 1.9M reactions from patents (1976-2016). The task is: Predict the reactants needed to synthesize the given product. (1) Given the product [CH2:9]([O:8][C:1]1[CH2:28][CH2:29][C@H:30]2[C:25](=[CH:24][CH2:23][C@@H:22]3[C@@H:31]2[CH2:32][CH2:33][C@@:18]2([CH2:19][CH3:20])[C@H:21]3[CH:15]=[CH:16][C:17]2=[O:35])[CH:26]=1)[CH3:10], predict the reactants needed to synthesize it. The reactants are: [CH:1]([O:8][CH2:9][CH3:10])(OCC)OCC.C(O[C@@H:15]1[C@H:21]2[C@H:22]3[C@H:31]([CH2:32][CH2:33][C@:18]2([CH2:19][CH3:20])[C:17](=[O:35])[CH2:16]1)[C@@H:30]1[C:25](=[CH:26]C(=O)[CH2:28][CH2:29]1)[CH2:24][CH2:23]3)(=O)C.C(=O)([O-])[O-].[K+].[K+]. (2) Given the product [Br:1][C:2]1[CH:8]=[CH:7][C:5]([NH:6][C:10](=[O:12])[CH3:11])=[CH:4][C:3]=1[CH3:9], predict the reactants needed to synthesize it. The reactants are: [Br:1][C:2]1[CH:8]=[CH:7][C:5]([NH2:6])=[CH:4][C:3]=1[CH3:9].[C:10](O)(=[O:12])[CH3:11].C(OC(=O)C)(=O)C. (3) Given the product [C:7]([O:23][C:22]([NH:35][CH2:32][CH2:33][O:12][C:13]1[CH:14]=[C:15]([CH:18]=[CH:19][C:20]=1[I:21])[C:16]#[N:17])=[O:25])([CH3:8])([CH3:9])[CH3:10], predict the reactants needed to synthesize it. The reactants are: C(=O)(OCC([C:7]([CH3:10])([CH3:9])[CH3:8])Br)N.[OH:12][C:13]1[CH:14]=[C:15]([CH:18]=[CH:19][C:20]=1[I:21])[C:16]#[N:17].[C:22](=[O:25])([O-])[O-:23].[K+].[K+].C(O[CH2:32][CH3:33])(=O)C.C[N:35](C)C=O. (4) Given the product [C:1](=[O:13])([O:2][CH:3]([I:14])[CH3:4])[O:6][CH:7]1[CH2:12][CH2:11][CH2:10][CH2:9][CH2:8]1, predict the reactants needed to synthesize it. The reactants are: [C:1](=[O:13])([O:6][CH:7]1[CH2:12][CH2:11][CH2:10][CH2:9][CH2:8]1)[O:2][CH:3](Cl)[CH3:4].[I-:14].[Na+].